Dataset: NCI-60 drug combinations with 297,098 pairs across 59 cell lines. Task: Regression. Given two drug SMILES strings and cell line genomic features, predict the synergy score measuring deviation from expected non-interaction effect. (1) Drug 1: CC1=CC2C(CCC3(C2CCC3(C(=O)C)OC(=O)C)C)C4(C1=CC(=O)CC4)C. Drug 2: C1=CN(C=N1)CC(O)(P(=O)(O)O)P(=O)(O)O. Cell line: U251. Synergy scores: CSS=2.53, Synergy_ZIP=-1.20, Synergy_Bliss=-0.392, Synergy_Loewe=0.291, Synergy_HSA=0.153. (2) Drug 1: C1=C(C(=O)NC(=O)N1)F. Drug 2: CC1=C(C(=O)C2=C(C1=O)N3CC4C(C3(C2COC(=O)N)OC)N4)N. Cell line: SF-268. Synergy scores: CSS=43.4, Synergy_ZIP=13.7, Synergy_Bliss=14.5, Synergy_Loewe=15.3, Synergy_HSA=15.8. (3) Drug 1: C1CCC(C1)C(CC#N)N2C=C(C=N2)C3=C4C=CNC4=NC=N3. Drug 2: CS(=O)(=O)CCNCC1=CC=C(O1)C2=CC3=C(C=C2)N=CN=C3NC4=CC(=C(C=C4)OCC5=CC(=CC=C5)F)Cl. Cell line: SNB-75. Synergy scores: CSS=4.08, Synergy_ZIP=-0.145, Synergy_Bliss=0.385, Synergy_Loewe=-12.6, Synergy_HSA=-3.08.